The task is: Predict the product of the given reaction.. This data is from Forward reaction prediction with 1.9M reactions from USPTO patents (1976-2016). (1) Given the reactants [NH2:1][C:2]1[CH:9]=[CH:8][C:5]([C:6]#[N:7])=[C:4]([S:10]([F:15])([F:14])([F:13])([F:12])[F:11])[CH:3]=1.ClC(Cl)(O[C:20](=[O:26])OC(Cl)(Cl)Cl)Cl.Cl.[NH2:29][C:30]([CH3:39])([CH3:38])[C:31](OC(C)(C)C)=[O:32], predict the reaction product. The product is: [CH3:38][C:30]1([CH3:39])[C:31](=[O:32])[N:1]([C:2]2[CH:9]=[CH:8][C:5]([C:6]#[N:7])=[C:4]([S:10]([F:15])([F:11])([F:12])([F:13])[F:14])[CH:3]=2)[C:20](=[O:26])[NH:29]1. (2) Given the reactants [C:1]([O:5][C:6](=[O:15])[C:7]1[CH:12]=[C:11](Cl)[N:10]=[C:9](Cl)[CH:8]=1)([CH3:4])([CH3:3])[CH3:2].B1(C=C)OB([CH:22]=[CH2:23])OB(C=C)O1.[CH:28]1[CH:33]=[CH:32]N=CC=1.[C:34]([O-])([O-])=O.[K+].[K+], predict the reaction product. The product is: [C:1]([O:5][C:6](=[O:15])[C:7]1[CH:12]=[C:11]([CH:22]=[CH2:23])[N:10]=[C:9]([CH:34]=[C:33]([CH3:32])[CH3:28])[CH:8]=1)([CH3:4])([CH3:3])[CH3:2]. (3) The product is: [Cl:12][CH2:13][CH2:14][CH2:15][CH2:16][N:8]1[C:4]2[CH:3]=[C:2]([CH3:1])[C:10]([CH3:11])=[CH:9][C:5]=2[N:6]=[N:7]1. Given the reactants [CH3:1][C:2]1[C:10]([CH3:11])=[CH:9][C:5]2[NH:6][N:7]=[N:8][C:4]=2[CH:3]=1.[Cl:12][CH2:13][CH2:14][CH2:15][CH2:16]Br, predict the reaction product. (4) Given the reactants [CH3:1][O:2][C:3]1[CH:8]=[C:7]([O:9]C)[CH:6]=[CH:5][C:4]=1[C:11]1[C:19]2[C:14](=[C:15]([C:20]([F:23])([F:22])[F:21])[CH:16]=[CH:17][CH:18]=2)[NH:13][N:12]=1.[CH2:24](Br)[C:25]1[CH:30]=[CH:29][CH:28]=[CH:27][CH:26]=1, predict the reaction product. The product is: [CH2:24]([N:12]1[C:11]([C:4]2[CH:5]=[CH:6][C:7]([OH:9])=[CH:8][C:3]=2[O:2][CH3:1])=[C:19]2[C:14]([C:15]([C:20]([F:23])([F:21])[F:22])=[CH:16][CH:17]=[CH:18]2)=[N:13]1)[C:25]1[CH:30]=[CH:29][CH:28]=[CH:27][CH:26]=1. (5) The product is: [C:1]([C:3]1[C:8]([C:9]2[CH:14]=[CH:13][CH:12]=[C:11]([CH2:15][N:52]3[CH2:53][C@@H:54]4[CH2:57][C@H:51]3[CH2:56][NH:55]4)[CH:10]=2)=[CH:7][C:6]([CH2:17][NH:18][C:19]([C:21]2[CH:26]=[CH:25][CH:24]=[C:23]([C:27]([NH:29][CH2:30][C:31]3[C:32]([NH:44][CH:45]4[CH2:50][CH2:49][O:48][CH2:47][CH2:46]4)=[C:33]4[CH:41]=[N:40][N:39]([CH2:42][CH3:43])[C:34]4=[N:35][C:36]=3[CH2:37][CH3:38])=[O:28])[CH:22]=2)=[O:20])=[CH:5][CH:4]=1)#[N:2]. Given the reactants [C:1]([C:3]1[C:8]([C:9]2[CH:14]=[CH:13][CH:12]=[C:11]([CH:15]=O)[CH:10]=2)=[CH:7][C:6]([CH2:17][NH:18][C:19]([C:21]2[CH:26]=[CH:25][CH:24]=[C:23]([C:27]([NH:29][CH2:30][C:31]3[C:32]([NH:44][CH:45]4[CH2:50][CH2:49][O:48][CH2:47][CH2:46]4)=[C:33]4[CH:41]=[N:40][N:39]([CH2:42][CH3:43])[C:34]4=[N:35][C:36]=3[CH2:37][CH3:38])=[O:28])[CH:22]=2)=[O:20])=[CH:5][CH:4]=1)#[N:2].[C@H:51]12[CH2:57][C@H:54]([NH:55][CH2:56]1)[CH2:53][N:52]2C(OC(C)(C)C)=O.C(O[BH-](OC(=O)C)OC(=O)C)(=O)C.[Na+].CC(O)=O, predict the reaction product. (6) Given the reactants [CH2:1]([C:4]1[CH:5]=[C:6]([CH:11]=[CH:12][CH:13]=1)[C:7]([O:9][CH3:10])=[O:8])[CH:2]=[CH2:3].I[CH2:15]Cl.C([Zn]CC)C, predict the reaction product. The product is: [CH:2]1([CH2:1][C:4]2[CH:5]=[C:6]([CH:11]=[CH:12][CH:13]=2)[C:7]([O:9][CH3:10])=[O:8])[CH2:15][CH2:3]1. (7) The product is: [NH:27]1[C:28]2[C:24](=[CH:23][CH:22]=[C:21]([CH:19]3[CH2:20][CH:18]3[CH:16]=[O:17])[CH:29]=2)[CH:25]=[CH:26]1. Given the reactants [H-].[Al+3].[Li+].[H-].[H-].[H-].C(=O)=O.C(#N)C.CON(C)[C:16]([CH:18]1[CH2:20][CH:19]1[C:21]1[CH:29]=[C:28]2[C:24]([CH:25]=[CH:26][NH:27]2)=[CH:23][CH:22]=1)=[O:17], predict the reaction product. (8) Given the reactants [C:1]([CH2:3][CH2:4][N:5]([CH2:21][CH2:22][C:23]#[N:24])[CH2:6][CH2:7][CH2:8][CH2:9][CH2:10][CH2:11][N:12]([CH2:17][CH2:18][C:19]#[N:20])[CH2:13][CH2:14][C:15]#[N:16])#[N:2].[H][H], predict the reaction product. The product is: [NH2:16][CH2:15][CH2:14][CH2:13][N:12]([CH2:17][CH2:18][CH2:19][NH2:20])[CH2:11][CH2:10][CH2:9][CH2:8][CH2:7][CH2:6][N:5]([CH2:4][CH2:3][CH2:1][NH2:2])[CH2:21][CH2:22][CH2:23][NH2:24].